Regression. Given a peptide amino acid sequence and an MHC pseudo amino acid sequence, predict their binding affinity value. This is MHC class I binding data. From a dataset of Peptide-MHC class I binding affinity with 185,985 pairs from IEDB/IMGT. (1) The peptide sequence is FSDGTWRDEY. The binding affinity (normalized) is 0. The MHC is HLA-A02:06 with pseudo-sequence HLA-A02:06. (2) The peptide sequence is WLSLDVSAA. The MHC is Patr-A0101 with pseudo-sequence Patr-A0101. The binding affinity (normalized) is 0. (3) The peptide sequence is RRMATTFTF. The MHC is HLA-A30:01 with pseudo-sequence HLA-A30:01. The binding affinity (normalized) is 0.0847. (4) The peptide sequence is KMKDPKMYH. The MHC is HLA-A68:02 with pseudo-sequence HLA-A68:02. The binding affinity (normalized) is 0.0847. (5) The peptide sequence is YQAFRTKVH. The MHC is HLA-C12:03 with pseudo-sequence HLA-C12:03. The binding affinity (normalized) is 0.508. (6) The peptide sequence is LQRFSVAPM. The MHC is HLA-B46:01 with pseudo-sequence HLA-B46:01. The binding affinity (normalized) is 0.289.